From a dataset of Reaction yield outcomes from USPTO patents with 853,638 reactions. Predict the reaction yield, written as a fraction of the theoretical maximum amount of product (1.0 means a 100% yield; for example, 0.34 means a 34% yield). (1) The reactants are [O:1]=[S:2]1(=[O:33])[CH2:7][CH2:6][N:5]([CH2:8][CH2:9][N:10]([CH2:23][CH2:24][N:25]2[CH2:30][CH2:29][S:28](=[O:32])(=[O:31])[CH2:27][CH2:26]2)S(C2C=CC=CC=2[N+]([O-])=O)(=O)=O)[CH2:4][CH2:3]1.C1(S)C=CC=CC=1.C(=O)([O-])[O-].[K+].[K+]. The catalyst is C(#N)C.C(OCC)(=O)C. The product is [O:32]=[S:28]1(=[O:31])[CH2:29][CH2:30][N:25]([CH2:24][CH2:23][NH:10][CH2:9][CH2:8][N:5]2[CH2:4][CH2:3][S:2](=[O:1])(=[O:33])[CH2:7][CH2:6]2)[CH2:26][CH2:27]1. The yield is 1.00. (2) The reactants are C([N:5]([CH2:9][CH2:10][O:11][NH:12][C:13]([C@@H:15]1[CH2:21][CH2:20][C@@H:19]2[CH2:22][N:16]1[C:17](=[O:28])[N:18]2[O:23][S:24]([OH:27])(=[O:26])=[O:25])=[O:14])C(=O)[O-])(C)(C)C.C([N+](CCCC)(CCCC)CCCC)CCC. The catalyst is ClCCl.FC(F)(F)C(O)=O. The product is [NH2:5][CH2:9][CH2:10][O:11][NH:12][C:13]([C@@H:15]1[CH2:21][CH2:20][C@@H:19]2[CH2:22][N:16]1[C:17](=[O:28])[N:18]2[O:23][S:24]([OH:27])(=[O:26])=[O:25])=[O:14]. The yield is 0.570. (3) The product is [CH2:18]([O:7][C:8]1[CH:9]=[C:10]([N+:15]([O-:17])=[O:16])[CH:11]=[CH:12][C:13]=1[O:4][CH2:1][C:8]1[CH:9]=[CH:10][CH:11]=[CH:12][CH:13]=1)[C:19]1[CH:24]=[CH:23][CH:22]=[CH:21][CH:20]=1. The reactants are [C:1](=[O:4])([O-])[O-].[K+].[K+].[OH:7][C:8]1[CH:9]=[C:10]([N+:15]([O-:17])=[O:16])[CH:11]=[CH:12][C:13]=1O.[CH2:18](Br)[C:19]1[CH:24]=[CH:23][CH:22]=[CH:21][CH:20]=1. The catalyst is CC(C)=O. The yield is 0.700. (4) The catalyst is O1CCOCC1.C1C=CC(P(C2C=CC=CC=2)[C-]2C=CC=C2)=CC=1.C1C=CC(P(C2C=CC=CC=2)[C-]2C=CC=C2)=CC=1.Cl[Pd]Cl.[Fe+2]. The product is [C:22]([NH:26][S:27]([C:30]1[S:34][C:33]([C:5]2[N:10]=[C:9]([NH:11][C:12]3[CH:16]=[C:15]([C@@H:17]4[CH2:19][C@H:18]4[CH3:20])[NH:14][N:13]=3)[C:8]([Cl:21])=[CH:7][N:6]=2)=[CH:32][CH:31]=1)(=[O:28])=[O:29])([CH3:25])([CH3:23])[CH3:24]. The reactants are C(Cl)Cl.Br[C:5]1[N:10]=[C:9]([NH:11][C:12]2[CH:16]=[C:15]([C@@H:17]3[CH2:19][C@H:18]3[CH3:20])[NH:14][N:13]=2)[C:8]([Cl:21])=[CH:7][N:6]=1.[C:22]([NH:26][S:27]([C:30]1[S:34][C:33](B(O)O)=[CH:32][CH:31]=1)(=[O:29])=[O:28])([CH3:25])([CH3:24])[CH3:23]. The yield is 0.630. (5) The reactants are Br[C:2]1[CH:11]=[CH:10][CH:9]=[CH:8][C:3]=1[C:4]([O:6]C)=O.CC1(C)C(C)(C)OB(C2[CH2:21][CH2:22][NH:23][CH2:24][CH:25]=2)O1.[C:27]([O-:30])(O)=[O:28].[Na+]. The catalyst is O1CCOCC1.CCOC(C)=O.C1C=CC([P]([Pd]([P](C2C=CC=CC=2)(C2C=CC=CC=2)C2C=CC=CC=2)([P](C2C=CC=CC=2)(C2C=CC=CC=2)C2C=CC=CC=2)[P](C2C=CC=CC=2)(C2C=CC=CC=2)C2C=CC=CC=2)(C2C=CC=CC=2)C2C=CC=CC=2)=CC=1. The product is [C:3]([O:30][C:27]([N:23]1[CH2:22][CH2:21][C:4]([OH:6])([C:3]2[CH:2]=[CH:11][CH:10]=[CH:9][CH:8]=2)[CH2:25][CH2:24]1)=[O:28])([CH3:8])([CH3:4])[CH3:2]. The yield is 0.980. (6) The catalyst is CN(C)C=O. The product is [CH2:1]([N:3]([CH2:8][CH3:9])[CH2:4][CH2:5][N:6]([CH2:11][C:12]1[CH:13]=[C:14]([CH:18]=[CH:19][CH:20]=1)[C:15]([OH:17])=[O:16])[CH3:7])[CH3:2]. The yield is 0.460. The reactants are [CH2:1]([N:3]([CH2:8][CH3:9])[CH2:4][CH2:5][NH:6][CH3:7])[CH3:2].Br[CH2:11][C:12]1[CH:13]=[C:14]([CH:18]=[CH:19][CH:20]=1)[C:15]([OH:17])=[O:16].C(=O)([O-])[O-].[K+].[K+].[I-].[K+]. (7) The reactants are Br[C:2]1[C:3]([NH2:9])=[N:4][CH:5]=[C:6]([CH3:8])[CH:7]=1.[OH-:10].[K+].[C:12](=[S:14])=S. The catalyst is C(O)CO.[Cu]. The product is [CH3:8][C:6]1[CH:7]=[C:2]2[O:10][C:12](=[S:14])[NH:9][C:3]2=[N:4][CH:5]=1. The yield is 0.930.